Task: Predict the reactants needed to synthesize the given product.. Dataset: Full USPTO retrosynthesis dataset with 1.9M reactions from patents (1976-2016) Given the product [CH2:1]([O:5][CH2:6][CH2:7][CH2:8][CH2:9][CH2:10][CH2:11][CH2:12][CH2:13][CH2:14][CH2:15][CH2:16][CH2:17][CH2:18][CH2:19][CH2:20][CH2:21][CH2:22][CH3:23])[CH:2]1[O:4][CH2:3]1.[C:31]([O:36][CH3:37])(=[O:35])[C:32]([CH3:34])=[CH2:33], predict the reactants needed to synthesize it. The reactants are: [CH2:1]([O:5][CH2:6][CH2:7][CH2:8][CH2:9][CH2:10][CH2:11][CH2:12][CH2:13][CH2:14][CH2:15][CH2:16][CH2:17][CH2:18][CH2:19][CH2:20][CH2:21][CH2:22][CH3:23])[CH:2]1[O:4][CH2:3]1.C1(C)C=CC=CC=1.[C:31]([O:36][CH3:37])(=[O:35])[C:32]([CH3:34])=[CH2:33].Cl.